This data is from Reaction yield outcomes from USPTO patents with 853,638 reactions. The task is: Predict the reaction yield, written as a fraction of the theoretical maximum amount of product (1.0 means a 100% yield; for example, 0.34 means a 34% yield). The reactants are O[CH2:2][C:3]1[CH:8]=[CH:7][C:6]([C:9]2[N:13]=[N:12][NH:11][C:10]=2[C:14]#[N:15])=[CH:5][CH:4]=1.N1C=CC=CC=1.S(Cl)([Cl:24])=O. The catalyst is C(Cl)Cl.CCOC(C)=O. The product is [Cl:24][CH2:2][C:3]1[CH:8]=[CH:7][C:6]([C:9]2[N:13]=[N:12][NH:11][C:10]=2[C:14]#[N:15])=[CH:5][CH:4]=1. The yield is 0.630.